Dataset: Ames mutagenicity test results for genotoxicity prediction. Task: Regression/Classification. Given a drug SMILES string, predict its toxicity properties. Task type varies by dataset: regression for continuous values (e.g., LD50, hERG inhibition percentage) or binary classification for toxic/non-toxic outcomes (e.g., AMES mutagenicity, cardiotoxicity, hepatotoxicity). Dataset: ames. (1) The drug is O=C(c1ccccc1)C1OC1c1ccc(F)cc1. The result is 0 (non-mutagenic). (2) The drug is O=[N+]([O-])c1ccc2c(c1)sc1ccccc12. The result is 1 (mutagenic). (3) The molecule is ONc1cccc2ccccc12. The result is 1 (mutagenic). (4) The compound is Cc1cc(Cl)ccc1OC(C)C(=O)O. The result is 0 (non-mutagenic).